This data is from Full USPTO retrosynthesis dataset with 1.9M reactions from patents (1976-2016). The task is: Predict the reactants needed to synthesize the given product. (1) Given the product [CH3:1][O:2][CH2:3][CH:4]([NH:6][C:7]([C:9]1[CH:10]=[C:11]([C:16]2[CH:17]=[CH:18][C:19]([CH3:22])=[CH:20][CH:21]=2)[CH:12]=[C:13]([N:15]=[N+:27]=[N-:28])[CH:14]=1)=[O:8])[CH3:5], predict the reactants needed to synthesize it. The reactants are: [CH3:1][O:2][CH2:3][CH:4]([NH:6][C:7]([C:9]1[CH:10]=[C:11]([C:16]2[CH:21]=[CH:20][C:19]([CH3:22])=[CH:18][CH:17]=2)[CH:12]=[C:13]([NH2:15])[CH:14]=1)=[O:8])[CH3:5].N([O-])=O.[Na+].[N-:27]=[N+:28]=[N-].[Na+]. (2) The reactants are: [C:1]([OH:6])(=O)[C:2]([CH3:4])=[CH2:3].C1CCC(N=C=NC2CCCCC2)CC1.[C:22]1([N:28]([C:52]2[CH:57]=[CH:56][CH:55]=[CH:54][CH:53]=2)[C:29]2[CH:34]=[CH:33][C:32]([CH:35]=[CH:36][C:37]3[CH:42]=[CH:41][C:40]([CH:43]=[CH:44][C:45]4[CH:51]=[CH:50][C:48]([NH2:49])=[CH:47][CH:46]=4)=[CH:39][CH:38]=3)=[CH:31][CH:30]=2)[CH:27]=[CH:26][CH:25]=[CH:24][CH:23]=1. Given the product [C:22]1([N:28]([C:52]2[CH:57]=[CH:56][CH:55]=[CH:54][CH:53]=2)[C:29]2[CH:30]=[CH:31][C:32]([CH:35]=[CH:36][C:37]3[CH:42]=[CH:41][C:40]([CH:43]=[CH:44][C:45]4[CH:46]=[CH:47][C:48]([NH:49][C:1](=[O:6])[C:2]([CH3:4])=[CH2:3])=[CH:50][CH:51]=4)=[CH:39][CH:38]=3)=[CH:33][CH:34]=2)[CH:27]=[CH:26][CH:25]=[CH:24][CH:23]=1, predict the reactants needed to synthesize it.